From a dataset of Catalyst prediction with 721,799 reactions and 888 catalyst types from USPTO. Predict which catalyst facilitates the given reaction. (1) Reactant: [NH2:1][C:2]1[S:3][C:4]2[CH:10]=[C:9]([S:11][C:12]([CH3:20])([CH3:19])[C:13]([NH:15][CH:16]([CH3:18])[CH3:17])=[O:14])[CH:8]=[CH:7][C:5]=2[N:6]=1.CO. Product: [CH:16]([NH:15][CH2:13][C:12]([CH3:19])([S:11][C:9]1[CH:8]=[CH:7][C:5]2[N:6]=[C:2]([NH2:1])[S:3][C:4]=2[CH:10]=1)[CH3:20])([CH3:18])[CH3:17].[NH2:1][C:2]1[S:3][C:4]2[CH:10]=[C:9]([S:11][C:12]([CH3:19])([CH3:20])[C:13]([NH:15][CH:16]([CH3:17])[CH3:18])=[O:14])[CH:8]=[CH:7][C:5]=2[N:6]=1. The catalyst class is: 1. (2) Reactant: [C:1](=[S:3])=S.CP(=[N:8][C:9]1[CH:10]=[N:11][CH:12]=[CH:13][C:14]=1[N:15]1[CH2:20][CH2:19][CH2:18][C@H:17]([NH:21][C:22](=[O:28])[O:23][C:24]([CH3:27])([CH3:26])[CH3:25])[CH2:16]1)(C)C. Product: [N:8]([C:9]1[CH:10]=[N:11][CH:12]=[CH:13][C:14]=1[N:15]1[CH2:20][CH2:19][CH2:18][C@H:17]([NH:21][C:22](=[O:28])[O:23][C:24]([CH3:26])([CH3:25])[CH3:27])[CH2:16]1)=[C:1]=[S:3]. The catalyst class is: 1. (3) The catalyst class is: 1. Reactant: [NH2:1][C:2]1[CH:3]=[C:4]([C:8]([C:10]2[C:18]3[CH:17]=[N:16][CH:15]=[N:14][C:13]=3[N:12]([CH:19]([CH3:21])[CH3:20])[CH:11]=2)=[O:9])[CH:5]=[N:6][CH:7]=1.[CH:22]1([N:25]2[CH:29]=[C:28]([CH2:30][C:31](O)=[O:32])[C:27]([C:34]([F:37])([F:36])[F:35])=[N:26]2)[CH2:24][CH2:23]1.CCCP(O)(O)=O. Product: [CH:22]1([N:25]2[CH:29]=[C:28]([CH2:30][C:31]([NH:1][C:2]3[CH:7]=[N:6][CH:5]=[C:4]([C:8]([C:10]4[C:18]5[CH:17]=[N:16][CH:15]=[N:14][C:13]=5[N:12]([CH:19]([CH3:21])[CH3:20])[CH:11]=4)=[O:9])[CH:3]=3)=[O:32])[C:27]([C:34]([F:37])([F:36])[F:35])=[N:26]2)[CH2:24][CH2:23]1. (4) Reactant: [Br:1][C:2]1[C:3]2[N:10]([CH2:11][CH3:12])[C:9]([CH2:13][C:14]#[N:15])=[N:8][C:4]=2[CH:5]=[N:6][CH:7]=1.[N:16]([O-:18])=O.[Na+].[OH-].[Na+].[NH2:22]O. Product: [Br:1][C:2]1[C:3]2[N:10]([CH2:11][CH3:12])[C:9]([CH:13]3[NH:16][O:18][NH:15][CH:14]3[NH2:22])=[N:8][C:4]=2[CH:5]=[N:6][CH:7]=1. The catalyst class is: 5. (5) The catalyst class is: 17. Product: [C:10]([O:8][C:7]([C:6]1[CH:5]=[CH:4][S:3][C:2]=1[Br:1])=[O:9])([CH3:20])([CH3:15])[CH3:11]. Reactant: [Br:1][C:2]1[S:3][CH:4]=[CH:5][C:6]=1[C:7]([OH:9])=[O:8].[C:10]1([CH3:20])[CH:15]=CC(S(Cl)(=O)=O)=C[CH:11]=1.C(O)(C)(C)C.